From a dataset of NCI-60 drug combinations with 297,098 pairs across 59 cell lines. Regression. Given two drug SMILES strings and cell line genomic features, predict the synergy score measuring deviation from expected non-interaction effect. (1) Drug 1: COC1=CC(=CC(=C1O)OC)C2C3C(COC3=O)C(C4=CC5=C(C=C24)OCO5)OC6C(C(C7C(O6)COC(O7)C8=CC=CS8)O)O. Drug 2: C1=NC2=C(N=C(N=C2N1C3C(C(C(O3)CO)O)O)F)N. Cell line: HCC-2998. Synergy scores: CSS=30.2, Synergy_ZIP=-10.0, Synergy_Bliss=-12.9, Synergy_Loewe=-15.7, Synergy_HSA=-9.15. (2) Drug 1: CNC(=O)C1=CC=CC=C1SC2=CC3=C(C=C2)C(=NN3)C=CC4=CC=CC=N4. Drug 2: CC(C)(C#N)C1=CC(=CC(=C1)CN2C=NC=N2)C(C)(C)C#N. Cell line: MOLT-4. Synergy scores: CSS=18.3, Synergy_ZIP=7.38, Synergy_Bliss=5.36, Synergy_Loewe=-4.46, Synergy_HSA=5.14.